This data is from Reaction yield outcomes from USPTO patents with 853,638 reactions. The task is: Predict the reaction yield, written as a fraction of the theoretical maximum amount of product (1.0 means a 100% yield; for example, 0.34 means a 34% yield). (1) The reactants are [CH3:1][N:2]([S:9]([C:12]1[CH:17]=[CH:16][C:15]([F:18])=[CH:14][CH:13]=1)(=[O:11])=[O:10])/[C:3](=[CH:7]\[CH3:8])/[C:4]([OH:6])=O.CCOC(OC(OCC)=O)=O.[F:30][C:31]([F:48])([F:47])[O:32][C:33]1[CH:38]=[CH:37][C:36]([C:39]2[CH:44]=[C:43]([CH2:45][NH2:46])[CH:42]=[CH:41][N:40]=2)=[CH:35][CH:34]=1. The catalyst is C1COCC1. The product is [CH3:1][N:2]([S:9]([C:12]1[CH:17]=[CH:16][C:15]([F:18])=[CH:14][CH:13]=1)(=[O:11])=[O:10])/[C:3](=[CH:7]\[CH3:8])/[C:4]([NH:46][CH2:45][C:43]1[CH:42]=[CH:41][N:40]=[C:39]([C:36]2[CH:35]=[CH:34][C:33]([O:32][C:31]([F:48])([F:30])[F:47])=[CH:38][CH:37]=2)[CH:44]=1)=[O:6]. The yield is 0.150. (2) The reactants are [NH2:1][C:2]1[CH:7]=[CH:6][C:5]([C:8]2[CH:13]=[CH:12][C:11]([C:14]([C@@H:16]3[CH2:20][CH2:19][CH2:18][C@H:17]3[C:21]([O:23]C)=[O:22])=[O:15])=[CH:10][CH:9]=2)=[CH:4][CH:3]=1.Cl[C:26]1[S:27][C:28]2[CH:34]=[C:33]([C:35]([F:38])([F:37])[F:36])[CH:32]=[CH:31][C:29]=2[N:30]=1.Cl. The catalyst is C(O)CCC.O1CCOCC1.C(OCC)C. The product is [F:38][C:35]([F:36])([F:37])[C:33]1[CH:32]=[CH:31][C:29]2[N:30]=[C:26]([NH:1][C:2]3[CH:3]=[CH:4][C:5]([C:8]4[CH:13]=[CH:12][C:11]([C:14]([C@@H:16]5[CH2:20][CH2:19][CH2:18][C@H:17]5[C:21]([OH:23])=[O:22])=[O:15])=[CH:10][CH:9]=4)=[CH:6][CH:7]=3)[S:27][C:28]=2[CH:34]=1. The yield is 0.130. (3) The reactants are [C:1]([C:3]1[C:8]2[S:9][CH:10]=[CH:11][C:7]=2[C:6]([NH:12][C@H:13]([C@@H:26]([OH:28])[CH3:27])[C:14]([NH:16][NH:17][C:18](=O)[C:19]2[CH:24]=[CH:23][CH:22]=[CH:21][CH:20]=2)=[O:15])=[CH:5][CH:4]=1)#[N:2].CCN(P1(N(C)CCCN1C)=NC(C)(C)C)CC.CO. The catalyst is C1COCC1. The product is [OH:28][C@@H:26]([CH3:27])[C@@H:13]([NH:12][C:6]1[C:7]2[CH:11]=[CH:10][S:9][C:8]=2[C:3]([C:1]#[N:2])=[CH:4][CH:5]=1)[C:14]1[O:15][C:18]([C:19]2[CH:20]=[CH:21][CH:22]=[CH:23][CH:24]=2)=[N:17][N:16]=1. The yield is 0.250. (4) The reactants are [C:1]([C:3]1[CH:8]=[CH:7][C:6](F)=[CH:5][CH:4]=1)#[N:2].[C:10]([O:14][C:15]([N:17]1[CH2:23][CH2:22][CH2:21][NH:20][CH2:19][CH2:18]1)=[O:16])([CH3:13])([CH3:12])[CH3:11]. No catalyst specified. The product is [C:1]([C:3]1[CH:8]=[CH:7][C:6]([N:20]2[CH2:21][CH2:22][CH2:23][N:17]([C:15]([O:14][C:10]([CH3:13])([CH3:12])[CH3:11])=[O:16])[CH2:18][CH2:19]2)=[CH:5][CH:4]=1)#[N:2]. The yield is 0.600. (5) The reactants are [NH2:1][CH2:2][CH2:3][C:4]1([CH:12]2[CH2:16][CH2:15][CH2:14][CH2:13]2)[O:9][C:8](=[O:10])[CH2:7][C:6](=[O:11])[CH2:5]1.[O:17]1[CH:21]=[CH:20][CH:19]=[C:18]1[CH2:22][CH2:23][C:24](O)=[O:25].CN(C(ON1N=NC2C=CC=NC1=2)=[N+](C)C)C.F[P-](F)(F)(F)(F)F. The catalyst is CN(C=O)C. The product is [CH:12]1([C:4]2([CH2:3][CH2:2][NH:1][C:24](=[O:25])[CH2:23][CH2:22][C:18]3[O:17][CH:21]=[CH:20][CH:19]=3)[CH2:5][C:6](=[O:11])[CH2:7][C:8](=[O:10])[O:9]2)[CH2:16][CH2:15][CH2:14][CH2:13]1. The yield is 0.190.